Predict which catalyst facilitates the given reaction. From a dataset of Catalyst prediction with 721,799 reactions and 888 catalyst types from USPTO. (1) Reactant: I[Si](C)(C)C.C[O:7][C:8]1[CH:13]=[C:12]([C:14]2[N:22]3[C:17]([CH:18]=[CH:19][CH:20]=[CH:21]3)=[CH:16][C:15]=2[C:23]([O:25][CH2:26][CH3:27])=[O:24])[CH:11]=[CH:10][N:9]=1.CO. Product: [OH:7][C:8]1[CH:13]=[C:12]([C:14]2[N:22]3[C:17]([CH:18]=[CH:19][CH:20]=[CH:21]3)=[CH:16][C:15]=2[C:23]([O:25][CH2:26][CH3:27])=[O:24])[CH:11]=[CH:10][N:9]=1. The catalyst class is: 291. (2) Reactant: [O:1]=[C:2]1[CH:7]([C:8]([O:10][CH2:11][CH3:12])=[O:9])[CH2:6][CH2:5][CH2:4][NH:3]1.F[B-](F)(F)F.[CH2:18]([O+](CC)CC)[CH3:19]. Product: [CH2:18]([O:1][C:2]1[CH:7]([C:8]([O:10][CH2:11][CH3:12])=[O:9])[CH2:6][CH2:5][CH2:4][N:3]=1)[CH3:19]. The catalyst class is: 34. (3) Reactant: [S:1]1[CH:5]=[CH:4][N:3]=[C:2]1[CH:6]([O:13][C:14]1[CH:15]=[CH:16][C:17]([CH2:23][CH2:24][C:25]2[CH:30]=[CH:29][C:28]([F:31])=[CH:27][CH:26]=2)=[C:18]([CH:22]=1)[C:19](O)=[O:20])[CH2:7][N:8]1[CH:12]=[CH:11][N:10]=[CH:9]1.[CH3:32][O:33][C:34](=[O:41])[C@H:35]([CH2:37][CH2:38][S:39][CH3:40])[NH2:36].Cl.CCN=C=NCCCN(C)C.Cl. Product: [S:1]1[CH:5]=[CH:4][N:3]=[C:2]1[CH:6]([O:13][C:14]1[CH:15]=[CH:16][C:17]([CH2:23][CH2:24][C:25]2[CH:26]=[CH:27][C:28]([F:31])=[CH:29][CH:30]=2)=[C:18]([CH:22]=1)[C:19]([NH:36][C@@H:35]([CH2:37][CH2:38][S:39][CH3:40])[C:34]([O:33][CH3:32])=[O:41])=[O:20])[CH2:7][N:8]1[CH:12]=[CH:11][N:10]=[CH:9]1. The catalyst class is: 166. (4) Reactant: Br[C:2]1[N:7]=[CH:6][C:5]([C:8](=[O:10])[CH3:9])=[CH:4][CH:3]=1.[CH:11](B1OB(C=C)OB(C=C)O1)=[CH2:12].N1C=CC=CC=1.C(=O)([O-])[O-].[K+].[K+]. Product: [CH:11]([C:2]1[N:7]=[CH:6][C:5]([C:8](=[O:10])[CH3:9])=[CH:4][CH:3]=1)=[CH2:12]. The catalyst class is: 790. (5) Reactant: Br[C:2]1[CH:16]=[CH:15][C:5]([C:6]([CH3:14])([CH3:13])[C@@H:7]([C:10]([OH:12])=[O:11])[NH:8][CH3:9])=[CH:4][CH:3]=1.[C:17]1(B(O)O)[CH:22]=[CH:21][CH:20]=[CH:19][CH:18]=1.C(=O)([O-])[O-].[Na+].[Na+]. Product: [C:17]1([C:2]2[CH:16]=[CH:15][C:5]([C:6]([CH3:14])([CH3:13])[C@@H:7]([C:10]([OH:12])=[O:11])[NH:8][CH3:9])=[CH:4][CH:3]=2)[CH:22]=[CH:21][CH:20]=[CH:19][CH:18]=1. The catalyst class is: 149. (6) Reactant: [C:1]([C:3]1[CH:4]=[C:5]([CH:10]=[C:11]([CH3:13])[N:12]=1)[C:6]([O:8]C)=[O:7])#[N:2].[Li+].[OH-].Cl. Product: [C:1]([C:3]1[CH:4]=[C:5]([CH:10]=[C:11]([CH3:13])[N:12]=1)[C:6]([OH:8])=[O:7])#[N:2]. The catalyst class is: 193. (7) Reactant: [CH2:1]([O:8][C:9]1[CH:10]=[CH:11][C:12]2[O:16][C:15]([CH2:17][OH:18])=[C:14]([CH3:19])[C:13]=2[CH:20]=1)[C:2]1[CH:7]=[CH:6][CH:5]=[CH:4][CH:3]=1. Product: [CH2:1]([O:8][C:9]1[CH:10]=[CH:11][C:12]2[O:16][C:15]([CH:17]=[O:18])=[C:14]([CH3:19])[C:13]=2[CH:20]=1)[C:2]1[CH:3]=[CH:4][CH:5]=[CH:6][CH:7]=1. The catalyst class is: 661. (8) Reactant: [CH3:1][CH2:2][CH2:3][CH:4]1[O:24][C@:23]2([C:25]([CH2:27][OH:28])=[O:26])[C@@H:6]([CH2:7][C@@H:8]3[C@:22]2([CH3:29])[CH2:21][C@H:20]([OH:30])[C@H:19]2[C@H:9]3[CH2:10][CH2:11][C:12]3[C@:18]2([CH3:31])[CH:17]=[CH:16][C:14](=[O:15])[CH:13]=3)[O:5]1.[CH2:32]([OH:34])[CH3:33]. Product: [CH3:1][CH2:2][CH2:3][CH:4]1[O:24][C@:23]2([C:25]([CH2:27][OH:28])=[O:26])[C@@H:6]([CH2:7][C@@H:8]3[C@:22]2([CH3:29])[CH2:21][C@H:20]([OH:30])[C@H:19]2[C@H:9]3[CH2:10][CH2:11][C:12]3[C@:18]2([CH3:31])[CH:17]=[CH:16][C:14](=[O:15])[CH:13]=3)[O:5]1.[CH2:32]([OH:34])[CH3:33].[OH2:5]. The catalyst class is: 6. (9) Reactant: C[Si]([N-][Si](C)(C)C)(C)C.[Li+].[F:11][C:12]1[CH:25]=[CH:24][CH:23]=[CH:22][C:13]=1[C:14]([NH:16][C:17]1[CH:21]=[CH:20][NH:19][N:18]=1)=[O:15].Br[CH2:27][C:28]1[CH:33]=[CH:32][C:31]([O:34][CH3:35])=[CH:30][C:29]=1[C:36]([F:39])([F:38])[F:37]. Product: [F:11][C:12]1[CH:25]=[CH:24][CH:23]=[CH:22][C:13]=1[C:14]([NH:16][C:17]1[CH:21]=[CH:20][N:19]([CH2:27][C:28]2[CH:33]=[CH:32][C:31]([O:34][CH3:35])=[CH:30][C:29]=2[C:36]([F:37])([F:38])[F:39])[N:18]=1)=[O:15]. The catalyst class is: 774. (10) Reactant: CO[CH2:3][C:4]1[CH:5]=[C:6]([N:10]([CH2:18][C:19]2[CH:24]=[CH:23][CH:22]=[C:21]([O:25][C:26]([F:31])([F:30])[CH:27]([F:29])[F:28])[CH:20]=2)[CH2:11][CH:12]([OH:17])[C:13]([F:16])([F:15])[F:14])[CH:7]=[CH:8][CH:9]=1.B(Br)(Br)[Br:33].COC. Product: [Br:33][CH2:3][C:4]1[CH:5]=[C:6]([N:10]([CH2:18][C:19]2[CH:24]=[CH:23][CH:22]=[C:21]([O:25][C:26]([F:31])([F:30])[CH:27]([F:29])[F:28])[CH:20]=2)[CH2:11][CH:12]([OH:17])[C:13]([F:16])([F:15])[F:14])[CH:7]=[CH:8][CH:9]=1. The catalyst class is: 4.